This data is from Reaction yield outcomes from USPTO patents with 853,638 reactions. The task is: Predict the reaction yield, written as a fraction of the theoretical maximum amount of product (1.0 means a 100% yield; for example, 0.34 means a 34% yield). (1) The reactants are [C:1]([O:5][C:6](=[O:20])[CH2:7]/[N:8]=[CH:9]/[CH2:10][C:11]([CH3:19])([C:13]1[CH:18]=[CH:17][CH:16]=[CH:15][CH:14]=1)[CH3:12])([CH3:4])([CH3:3])[CH3:2].[Cl:21][C:22]1[C:23]([F:40])=[C:24](/[CH:28]=[C:29](/[C:32]2[CH:37]=[CH:36][C:35]([Cl:38])=[CH:34][C:33]=2[F:39])\[C:30]#[N:31])[CH:25]=[CH:26][CH:27]=1.C(N(CC)CC)C. The catalyst is ClCCl. The product is [C:1]([O:5][C:6]([CH:7]1[CH:28]([C:24]2[CH:25]=[CH:26][CH:27]=[C:22]([Cl:21])[C:23]=2[F:40])[C:29]([C:32]2[CH:37]=[CH:36][C:35]([Cl:38])=[CH:34][C:33]=2[F:39])([C:30]#[N:31])[CH:9]([CH2:10][C:11]([CH3:12])([C:13]2[CH:14]=[CH:15][CH:16]=[CH:17][CH:18]=2)[CH3:19])[NH:8]1)=[O:20])([CH3:2])([CH3:3])[CH3:4]. The yield is 0.220. (2) The reactants are [NH2:1][C:2]1[CH:7]=[CH:6][C:5]([C:8]2[N:9]([CH:22]3[CH2:25][CH2:24][CH2:23]3)[C:10]3[C:15]([C:16]=2[C:17]#[N:18])=[CH:14][CH:13]=[C:12]([S:19][CH2:20][CH3:21])[CH:11]=3)=[CH:4][CH:3]=1.Cl[C:27]([O:29][C:30]1[CH:35]=[CH:34][C:33]([N+]([O-])=O)=C[CH:31]=1)=[O:28].N1C=CC=CC=1.C1([C@H](O)C)CC1. The catalyst is CCOC(C)=O.ClCCCl. The product is [CH:35]1([C@H:30]([O:29][C:27](=[O:28])[NH:1][C:2]2[CH:3]=[CH:4][C:5]([C:8]3[N:9]([CH:22]4[CH2:23][CH2:24][CH2:25]4)[C:10]4[C:15]([C:16]=3[C:17]#[N:18])=[CH:14][CH:13]=[C:12]([S:19][CH2:20][CH3:21])[CH:11]=4)=[CH:6][CH:7]=2)[CH3:31])[CH2:34][CH2:33]1. The yield is 0.690.